This data is from Blood-brain barrier penetration binary classification data from Martins et al.. The task is: Regression/Classification. Given a drug SMILES string, predict its absorption, distribution, metabolism, or excretion properties. Task type varies by dataset: regression for continuous measurements (e.g., permeability, clearance, half-life) or binary classification for categorical outcomes (e.g., BBB penetration, CYP inhibition). Dataset: bbb_martins. (1) The drug is Cc1ccccc1-n1c(/C=C/c2ccccn2)nc2ccccc2c1=O. The result is 1 (penetrates BBB). (2) The molecule is Cc1ncc2n1-c1ccc(Cl)cc1C(c1ccccc1Cl)=NC2. The result is 1 (penetrates BBB). (3) The drug is COc1cc2c(cc1OC)C(=O)C(CC1CCN(Cc3ccccc3)CC1)C2.[Cl-].[H+]. The result is 1 (penetrates BBB). (4) The molecule is CC(=O)O[C@H]1C[C@@H]2C(COC(=O)CC(C)C)=CO[C@@H](OC(=O)CC(C)C)[C@@H]2[C@@]12CO2. The result is 1 (penetrates BBB). (5) The molecule is CNC(=O)C[C@@H](N)C(=O)N[C@@H](C(=O)N[C@@H]1C(=O)N2[C@@H](C(=O)O)C(C)(C)S[C@H]12)c1ccc(O)cc1. The result is 0 (does not penetrate BBB). (6) The drug is CN(C)[C@@H]1C(=O)/C(=C(/O)NC(C(=O)O)N2CCN(CCO)CC2)C(=O)[C@@]2(O)C(=O)C3=C(O)c4c(O)cccc4[C@@](C)(O)[C@H]3C[C@@H]12. The result is 0 (does not penetrate BBB). (7) The molecule is CC[C@]1(O)C[C@H]2CN(CCc3c([nH]c4ccccc34)[C@@](C(=O)OC)(c3cc4c(cc3OC)N(C)[C@H]3[C@@](O)(C(=O)OC)[C@H](OC(C)=O)[C@]5(CC)C=CCN6CC[C@]43[C@@H]65)C2)C1. The result is 1 (penetrates BBB). (8) The molecule is NC(=O)C1(N2CCCCC2)CCN(CCCN2c3ccccc3CCc3ccccc32)CC1. The result is 1 (penetrates BBB). (9) The drug is CC(=O)OCC1=C(C(=O)O)N2C(=O)[C@@H](NC(=O)c3c(-c4ccccc4Cl)noc3C)[C@H]2SC1. The result is 0 (does not penetrate BBB). (10) The molecule is CC(=O)N1CCN(C(=O)Cc2ccc([N+](=O)[O-])cc2)[C@@H](CN2CC[C@H](O)C2)C1. The result is 0 (does not penetrate BBB).